Dataset: NCI-60 drug combinations with 297,098 pairs across 59 cell lines. Task: Regression. Given two drug SMILES strings and cell line genomic features, predict the synergy score measuring deviation from expected non-interaction effect. (1) Drug 2: C(=O)(N)NO. Drug 1: CCC1(CC2CC(C3=C(CCN(C2)C1)C4=CC=CC=C4N3)(C5=C(C=C6C(=C5)C78CCN9C7C(C=CC9)(C(C(C8N6C=O)(C(=O)OC)O)OC(=O)C)CC)OC)C(=O)OC)O.OS(=O)(=O)O. Synergy scores: CSS=7.56, Synergy_ZIP=-2.20, Synergy_Bliss=-0.634, Synergy_Loewe=4.88, Synergy_HSA=0.200. Cell line: HCT-15. (2) Drug 1: CC1C(C(CC(O1)OC2CC(CC3=C2C(=C4C(=C3O)C(=O)C5=C(C4=O)C(=CC=C5)OC)O)(C(=O)CO)O)N)O.Cl. Drug 2: COCCOC1=C(C=C2C(=C1)C(=NC=N2)NC3=CC=CC(=C3)C#C)OCCOC.Cl. Cell line: HL-60(TB). Synergy scores: CSS=8.11, Synergy_ZIP=1.53, Synergy_Bliss=6.61, Synergy_Loewe=7.80, Synergy_HSA=9.23. (3) Drug 1: CC1=C(C=C(C=C1)NC(=O)C2=CC=C(C=C2)CN3CCN(CC3)C)NC4=NC=CC(=N4)C5=CN=CC=C5. Drug 2: CC1=C(C(=O)C2=C(C1=O)N3CC4C(C3(C2COC(=O)N)OC)N4)N. Cell line: SW-620. Synergy scores: CSS=27.4, Synergy_ZIP=1.53, Synergy_Bliss=-2.59, Synergy_Loewe=-33.4, Synergy_HSA=-6.89. (4) Drug 1: CN1CCC(CC1)COC2=C(C=C3C(=C2)N=CN=C3NC4=C(C=C(C=C4)Br)F)OC. Drug 2: C1CN1P(=S)(N2CC2)N3CC3. Cell line: OVCAR-5. Synergy scores: CSS=20.4, Synergy_ZIP=-5.75, Synergy_Bliss=-3.40, Synergy_Loewe=-8.35, Synergy_HSA=-1.29.